Dataset: NCI-60 drug combinations with 297,098 pairs across 59 cell lines. Task: Regression. Given two drug SMILES strings and cell line genomic features, predict the synergy score measuring deviation from expected non-interaction effect. (1) Drug 1: C1C(C(OC1N2C=C(C(=O)NC2=O)F)CO)O. Drug 2: C1=CN(C(=O)N=C1N)C2C(C(C(O2)CO)O)O.Cl. Synergy scores: CSS=42.2, Synergy_ZIP=-0.928, Synergy_Bliss=-0.970, Synergy_Loewe=2.00, Synergy_HSA=4.05. Cell line: OVCAR-8. (2) Drug 1: CC12CCC3C(C1CCC2=O)CC(=C)C4=CC(=O)C=CC34C. Drug 2: CCC1=C2CN3C(=CC4=C(C3=O)COC(=O)C4(CC)O)C2=NC5=C1C=C(C=C5)O. Cell line: HCT116. Synergy scores: CSS=59.8, Synergy_ZIP=0.825, Synergy_Bliss=0.423, Synergy_Loewe=-2.35, Synergy_HSA=1.71. (3) Drug 1: COC1=C(C=C2C(=C1)N=CN=C2NC3=CC(=C(C=C3)F)Cl)OCCCN4CCOCC4. Drug 2: CCC1(CC2CC(C3=C(CCN(C2)C1)C4=CC=CC=C4N3)(C5=C(C=C6C(=C5)C78CCN9C7C(C=CC9)(C(C(C8N6C)(C(=O)OC)O)OC(=O)C)CC)OC)C(=O)OC)O.OS(=O)(=O)O. Cell line: MDA-MB-231. Synergy scores: CSS=46.5, Synergy_ZIP=-1.67, Synergy_Bliss=4.17, Synergy_Loewe=4.24, Synergy_HSA=4.59.